Task: Binary Classification. Given a drug SMILES string, predict its activity (active/inactive) in a high-throughput screening assay against a specified biological target.. Dataset: HIV replication inhibition screening data with 41,000+ compounds from the AIDS Antiviral Screen The compound is O=C1COc2ccc([N+](=O)[O-])cc2C(=O)C1. The result is 0 (inactive).